Predict the product of the given reaction. From a dataset of Forward reaction prediction with 1.9M reactions from USPTO patents (1976-2016). (1) Given the reactants Br.[Br:2][C:3]1[CH:4]=[N:5][C:6]2[N:7]([CH2:9][C:10]([C:13]([F:16])([F:15])[F:14])(O)[N:11]=2)[CH:8]=1, predict the reaction product. The product is: [Br:2][C:3]1[CH:4]=[N:5][C:6]2[N:7]([CH:9]=[C:10]([C:13]([F:16])([F:15])[F:14])[N:11]=2)[CH:8]=1. (2) Given the reactants [Cl:1][C:2]1[CH:3]=[C:4]([C:27](=[O:39])[NH:28][CH2:29][C:30]2[C:31]([O:37][CH3:38])=[N:32][N:33]([CH3:36])[C:34]=2[CH3:35])[C:5]([CH3:26])=[C:6]([N:8]([CH2:24][CH3:25])[C@H:9]2[CH2:14][CH2:13][C@H:12]([N:15](C)[C:16](=O)OC(C)(C)C)[CH2:11][CH2:10]2)[CH:7]=1.C(O)(C(F)(F)F)=O.C(=O)(O)[O-], predict the reaction product. The product is: [Cl:1][C:2]1[CH:7]=[C:6]([N:8]([CH2:24][CH3:25])[C@H:9]2[CH2:10][CH2:11][C@H:12]([NH:15][CH3:16])[CH2:13][CH2:14]2)[C:5]([CH3:26])=[C:4]([CH:3]=1)[C:27]([NH:28][CH2:29][C:30]1[C:31]([O:37][CH3:38])=[N:32][N:33]([CH3:36])[C:34]=1[CH3:35])=[O:39]. (3) The product is: [C:20]1(=[O:31])[N:21]([CH2:22][CH2:23][O:24][CH2:25][CH2:26][O:27][CH2:28][C:29]#[C:30][C:2]2[C:3]([NH2:16])=[N:4][C:5](=[O:15])[N:6]([CH:14]=2)[C@@H:7]2[O:13][C@H:10]([CH2:11][OH:12])[CH2:9][CH2:8]2)[C:17](=[O:36])[C:18]2=[CH:35][CH:34]=[CH:33][CH:32]=[C:19]12. Given the reactants I[C:2]1[C:3]([NH2:16])=[N:4][C:5](=[O:15])[N:6]([CH:14]=1)[C@@H:7]1[O:13][C@H:10]([CH2:11][OH:12])[CH2:9][CH2:8]1.[C:17]1(=[O:36])[N:21]([CH2:22][CH2:23][O:24][CH2:25][CH2:26][O:27][CH2:28][C:29]#[CH:30])[C:20](=[O:31])[C:19]2=[CH:32][CH:33]=[CH:34][CH:35]=[C:18]12.C(N(CC)CC)C, predict the reaction product. (4) Given the reactants [OH2:1].Cl[C:3]1[C:13]([N+:14]([O-:16])=[O:15])=[CH:12][CH:11]=[C:10]([Cl:17])[C:4]=1[C:5]([N:7]([CH3:9])[CH3:8])=[O:6].[H-].[Na+].Cl, predict the reaction product. The product is: [Cl:17][C:10]1[C:4]([C:5]([N:7]([CH3:9])[CH3:8])=[O:6])=[C:3]([OH:1])[C:13]([N+:14]([O-:16])=[O:15])=[CH:12][CH:11]=1.